From a dataset of Forward reaction prediction with 1.9M reactions from USPTO patents (1976-2016). Predict the product of the given reaction. (1) Given the reactants [CH3:1][O:2][CH2:3][O:4][C:5]1[CH:6]=[CH:7][C:8]([Sn](C)(C)C)=[N:9][CH:10]=1.Cl[C:16]1[C:21]([C:22]([F:25])([F:24])[F:23])=[CH:20][CH:19]=[CH:18][N:17]=1, predict the reaction product. The product is: [CH3:1][O:2][CH2:3][O:4][C:5]1[CH:6]=[CH:7][C:8]([C:16]2[C:21]([C:22]([F:25])([F:24])[F:23])=[CH:20][CH:19]=[CH:18][N:17]=2)=[N:9][CH:10]=1. (2) Given the reactants CC1[N:3]([C:8]2[CH:12]=[C:11]([I:13])[N:10]([C:14]3[CH:19]=[CH:18][C:17]([F:20])=[CH:16][CH:15]=3)[N:9]=2)C(C)=CC=1.[Cl-].O[NH3+].C(N(CC)CC)C, predict the reaction product. The product is: [F:20][C:17]1[CH:16]=[CH:15][C:14]([N:10]2[C:11]([I:13])=[CH:12][C:8]([NH2:3])=[N:9]2)=[CH:19][CH:18]=1.